Dataset: CYP1A2 inhibition data for predicting drug metabolism from PubChem BioAssay. Task: Regression/Classification. Given a drug SMILES string, predict its absorption, distribution, metabolism, or excretion properties. Task type varies by dataset: regression for continuous measurements (e.g., permeability, clearance, half-life) or binary classification for categorical outcomes (e.g., BBB penetration, CYP inhibition). Dataset: cyp1a2_veith. The drug is O=C(NC(=S)NC1CCSC1=O)c1ccccc1Cl. The result is 1 (inhibitor).